Dataset: Forward reaction prediction with 1.9M reactions from USPTO patents (1976-2016). Task: Predict the product of the given reaction. (1) Given the reactants [F:1][C:2]1[C:7]([CH:8]([CH2:14][N+:15]([O-])=O)[CH2:9][C:10](OC)=[O:11])=[CH:6][CH:5]=[CH:4][N:3]=1.[BH4-].[Na+], predict the reaction product. The product is: [F:1][C:2]1[C:7]([CH:8]2[CH2:14][NH:15][C:10](=[O:11])[CH2:9]2)=[CH:6][CH:5]=[CH:4][N:3]=1. (2) Given the reactants [Br:1][C:2]1[CH:3]=[C:4]2[NH:11][C:10](=[O:12])[NH:9][C:5]2=[N:6][C:7]=1[CH3:8].[C:13](=O)([O:17]C1C=CC=CN=1)[O:14][CH2:15][CH3:16].C(=O)([O-])[O-].[K+].[K+], predict the reaction product. The product is: [Br:1][C:2]1[CH:3]=[C:4]2[N:11]([C:13]([O:14][CH2:15][CH3:16])=[O:17])[C:10](=[O:12])[NH:9][C:5]2=[N:6][C:7]=1[CH3:8]. (3) Given the reactants CO.C([N:10]1[CH2:15][CH2:14][N:13]([C:16](=[O:31])[C:17]2[CH:22]=[C:21]([C:23]([F:26])([F:25])[F:24])[CH:20]=[C:19]([C:27]([F:30])([F:29])[F:28])[CH:18]=2)[C@H:12]([CH2:32][C:33]2[CH:38]=[CH:37][C:36]([CH3:39])=[C:35]([OH:40])[CH:34]=2)[CH2:11]1)C1C=CC=CC=1.C([O-])=O.[NH4+], predict the reaction product. The product is: [F:30][C:27]([F:28])([F:29])[C:19]1[CH:18]=[C:17]([CH:22]=[C:21]([C:23]([F:24])([F:25])[F:26])[CH:20]=1)[C:16]([N:13]1[CH2:14][CH2:15][NH:10][CH2:11][C@H:12]1[CH2:32][C:33]1[CH:38]=[CH:37][C:36]([CH3:39])=[C:35]([OH:40])[CH:34]=1)=[O:31]. (4) The product is: [CH2:1]([O:8][C:9]1[CH:14]=[CH:13][C:12]([CH:15]2[C:23]3[C:18](=[CH:19][CH:20]=[CH:21][CH:22]=3)[C:17](=[O:24])[N:16]2[CH2:25][CH2:26][C:27]2[CH:32]=[CH:31][CH:30]=[CH:29][N:28]=2)=[CH:11][C:10]=1[O:34][CH3:35])[C:2]1[CH:7]=[CH:6][CH:5]=[CH:4][CH:3]=1. Given the reactants [CH2:1]([O:8][C:9]1[CH:14]=[CH:13][C:12]([C:15]2(O)[C:23]3[C:18](=[CH:19][CH:20]=[CH:21][CH:22]=3)[C:17](=[O:24])[N:16]2[CH2:25][CH2:26][C:27]2[CH:32]=[CH:31][CH:30]=[CH:29][N:28]=2)=[CH:11][C:10]=1[O:34][CH3:35])[C:2]1[CH:7]=[CH:6][CH:5]=[CH:4][CH:3]=1.FC(F)(F)C(O)=O.[SiH](CC)(CC)CC, predict the reaction product. (5) Given the reactants [C:1]([C:5]1[CH:10]=[CH:9][C:8]([C:11]2[CH:16]=[CH:15][C:14]([C:17](=O)[CH2:18][CH2:19][C:20]([OH:22])=[O:21])=[CH:13][CH:12]=2)=[CH:7][CH:6]=1)([CH3:4])([CH3:3])[CH3:2].Cl.[NH2:25][OH:26].C(=O)([O-])[O-].[Na+].[Na+], predict the reaction product. The product is: [C:1]([C:5]1[CH:10]=[CH:9][C:8]([C:11]2[CH:16]=[CH:15][C:14]([C:17](=[N:25][OH:26])[CH2:18][CH2:19][C:20]([OH:22])=[O:21])=[CH:13][CH:12]=2)=[CH:7][CH:6]=1)([CH3:4])([CH3:3])[CH3:2]. (6) Given the reactants [Br:1][C:2]1[CH:3]=[C:4]([Cl:14])[C:5]([Cl:13])=[C:6]([CH:12]=1)[CH2:7][NH:8][CH:9]1[CH2:11][CH2:10]1.C[Si](C)(C)[N-][Si](C)(C)C.[K+].[C:25](O[C:25]([O:27][C:28]([CH3:31])([CH3:30])[CH3:29])=[O:26])([O:27][C:28]([CH3:31])([CH3:30])[CH3:29])=[O:26], predict the reaction product. The product is: [Br:1][C:2]1[CH:3]=[C:4]([Cl:14])[C:5]([Cl:13])=[C:6]([CH:12]=1)[CH2:7][N:8]([CH:9]1[CH2:10][CH2:11]1)[C:25](=[O:26])[O:27][C:28]([CH3:31])([CH3:30])[CH3:29].